This data is from Full USPTO retrosynthesis dataset with 1.9M reactions from patents (1976-2016). The task is: Predict the reactants needed to synthesize the given product. (1) Given the product [C:18]1([C:21]2[CH:22]=[CH:23][CH:24]=[CH:25][CH:26]=2)[CH:19]=[CH:20][C:15]([CH2:14][C@H:10]([NH:9][C:7]([C:6]2[CH:5]=[CH:4][C:3]([C:44]3[CH:45]=[CH:46][C:47]([F:48])=[C:42]([Cl:41])[CH:43]=3)=[CH:2][CH:32]=2)=[O:8])[C:11]([OH:13])=[O:12])=[CH:16][CH:17]=1, predict the reactants needed to synthesize it. The reactants are: Cl[C:2]1[CH:3]=[CH:4][C:5](OCCCCCCC)=[C:6]([CH:32]=1)[C:7]([NH:9][C@@H:10]([CH2:14][C:15]1[CH:20]=[CH:19][C:18]([C:21]2[CH:26]=[CH:25][C:24](OC(F)(F)F)=[CH:23][CH:22]=2)=[CH:17][CH:16]=1)[C:11]([OH:13])=[O:12])=[O:8].[Cl:41][C:42]1[CH:43]=[C:44](B(O)O)[CH:45]=[CH:46][C:47]=1[F:48]. (2) Given the product [Cl:44][C:45]1[CH:57]=[CH:56][C:48]2[N:49]([CH:53]([CH3:55])[CH3:54])[C:50]([S:52][C:2]3[C:3](=[O:21])[O:4][C:5]([CH:16]4[CH2:20][CH2:19][CH2:18][CH2:17]4)([CH2:9][CH2:10][CH:11]4[CH2:15][CH2:14][CH2:13][CH2:12]4)[CH2:6][C:7]=3[OH:8])=[N:51][C:47]=2[CH:46]=1, predict the reactants needed to synthesize it. The reactants are: Cl[C:2]1[C:3](=[O:21])[O:4][C:5]([CH:16]2[CH2:20][CH2:19][CH2:18][CH2:17]2)([CH2:9][CH2:10][CH:11]2[CH2:15][CH2:14][CH2:13][CH2:12]2)[CH2:6][C:7]=1[OH:8].ClC1C(=O)OC(CCC2CCCCC=2)(C2CCCC2)CC=1O.[Cl:44][C:45]1[CH:57]=[CH:56][C:48]2[N:49]([CH:53]([CH3:55])[CH3:54])[C:50]([SH:52])=[N:51][C:47]=2[CH:46]=1.N1C=CC(C2NC(S)=NN=2)=CC=1.